From a dataset of Reaction yield outcomes from USPTO patents with 853,638 reactions. Predict the reaction yield, written as a fraction of the theoretical maximum amount of product (1.0 means a 100% yield; for example, 0.34 means a 34% yield). The reactants are [N+:1]([C:4]1[CH:9]=[CH:8][C:7]([CH:10]2[CH2:15][C:14](=[O:16])[NH:13][C:12](=[O:17])[CH2:11]2)=[CH:6][CH:5]=1)([O-])=O. The catalyst is CO.[Pd]. The product is [NH2:1][C:4]1[CH:5]=[CH:6][C:7]([CH:10]2[CH2:11][C:12](=[O:17])[NH:13][C:14](=[O:16])[CH2:15]2)=[CH:8][CH:9]=1. The yield is 0.620.